This data is from Catalyst prediction with 721,799 reactions and 888 catalyst types from USPTO. The task is: Predict which catalyst facilitates the given reaction. (1) Reactant: Br[C:2]1[CH:7]=[CH:6][C:5]([C:8]([F:11])([F:10])[F:9])=[CH:4][N:3]=1.[CH3:12][C@H:13]1[CH2:18][NH:17][CH2:16][CH2:15][NH:14]1.C(N(CC)CC)C. Product: [CH3:12][C@@H:13]1[NH:14][CH2:15][CH2:16][N:17]([C:2]2[CH:7]=[CH:6][C:5]([C:8]([F:11])([F:10])[F:9])=[CH:4][N:3]=2)[CH2:18]1. The catalyst class is: 133. (2) Reactant: [CH3:1][O:2][C:3]1[CH:12]=[C:11]2[C:6]([C:7](=[O:16])[CH:8]=[C:9]([C:13]([OH:15])=[O:14])[O:10]2)=[CH:5][CH:4]=1.[Cl:17]N1C(=O)CCC1=O. Product: [Cl:17][C:12]1[C:3]([O:2][CH3:1])=[CH:4][CH:5]=[C:6]2[C:11]=1[O:10][C:9]([C:13]([OH:15])=[O:14])=[CH:8][C:7]2=[O:16]. The catalyst class is: 15.